Dataset: Retrosynthesis with 50K atom-mapped reactions and 10 reaction types from USPTO. Task: Predict the reactants needed to synthesize the given product. (1) Given the product CN(C)CC1CC(c2ccc(S(C)(=O)=O)cc2)=C(c2ccc(C(C)(C)C)cc2)C1O, predict the reactants needed to synthesize it. The reactants are: CN(C)CC1CC(c2ccc(S(C)(=O)=O)cc2)=C(c2ccc(C(C)(C)C)cc2)C1=O. (2) Given the product CNC(=O)c1ccc(NC(=O)Oc2ccccc2)cc1, predict the reactants needed to synthesize it. The reactants are: CNC(=O)c1ccc(N)cc1.O=C(Cl)Oc1ccccc1. (3) The reactants are: COC(=O)CC(=O)CCl.NC(=S)NCc1ccccc1. Given the product COC(=O)Cc1csc(NCc2ccccc2)n1, predict the reactants needed to synthesize it. (4) Given the product CCOC(=O)c1ccc(CC(C)C)c(Cl)c1, predict the reactants needed to synthesize it. The reactants are: CC(C)C[Zn+].CCOC(=O)c1ccc(Br)c(Cl)c1. (5) Given the product Cc1c(Cl)c(C(F)(F)F)nn1CC(=O)N1CCN(c2ccccc2F)CC1, predict the reactants needed to synthesize it. The reactants are: Cc1c(Cl)c(C(F)(F)F)nn1CC(=O)O.Fc1ccccc1N1CCNCC1.